From a dataset of Reaction yield outcomes from USPTO patents with 853,638 reactions. Predict the reaction yield, written as a fraction of the theoretical maximum amount of product (1.0 means a 100% yield; for example, 0.34 means a 34% yield). (1) The reactants are [S:1]([N:11]1[C:15]2=[N:16][CH:17]=[C:18]([NH:20][CH2:21][C:22]([CH:24]3[CH2:40][C:26]4([CH2:29][N:28]([S:30]([C:33]5[CH:39]=[CH:38][C:36]([CH3:37])=[CH:35][CH:34]=5)(=[O:32])=[O:31])[CH2:27]4)[CH2:25]3)=O)[N:19]=[C:14]2[CH:13]=[CH:12]1)([C:4]1[CH:10]=[CH:9][C:7]([CH3:8])=[CH:6][CH:5]=1)(=[O:3])=[O:2]. The catalyst is CC#N. The product is [S:1]([N:11]1[C:15]2[N:16]=[CH:17][C:18]3[N:19]([C:22]([CH:24]4[CH2:40][C:26]5([CH2:29][N:28]([S:30]([C:33]6[CH:39]=[CH:38][C:36]([CH3:37])=[CH:35][CH:34]=6)(=[O:32])=[O:31])[CH2:27]5)[CH2:25]4)=[CH:21][N:20]=3)[C:14]=2[CH:13]=[CH:12]1)([C:4]1[CH:10]=[CH:9][C:7]([CH3:8])=[CH:6][CH:5]=1)(=[O:3])=[O:2]. The yield is 0.760. (2) The yield is 0.800. The catalyst is O.ClCCl. The reactants are CN(C)[CH:3]=[O:4].P(Cl)(Cl)(Cl)=O.[CH3:11][N:12]([CH3:25])[CH2:13][CH2:14][CH2:15][C:16]1[C:24]2[CH2:23][CH2:22][CH2:21][CH2:20][C:19]=2[NH:18][CH:17]=1.[OH-].[Na+]. The product is [CH3:25][N:12]([CH3:11])[CH2:13][CH2:14][CH2:15][C:16]1[C:24]2[CH2:23][CH2:22][CH2:21][CH2:20][C:19]=2[NH:18][C:17]=1[CH:3]=[O:4]. (3) The reactants are [O:1]1[CH2:6][CH2:5][N:4]([C:7]2[S:8][N:9]=[C:10]3[CH:15]=[C:14](Br)[CH:13]=[N:12][C:11]=23)[CH2:3][CH2:2]1.[CH3:17][O:18][C:19]1[CH:24]=[CH:23][C:22](B(O)O)=[CH:21][CH:20]=1. No catalyst specified. The product is [CH3:17][O:18][C:19]1[CH:24]=[CH:23][C:22]([C:14]2[CH:13]=[N:12][C:11]3=[C:7]([N:4]4[CH2:5][CH2:6][O:1][CH2:2][CH2:3]4)[S:8][N:9]=[C:10]3[CH:15]=2)=[CH:21][CH:20]=1. The yield is 0.730. (4) The reactants are [N+:1]([CH2:3][C:4]([O:6][CH2:7][CH3:8])=[O:5])#[C-:2].C([Li])CCC.[Cl:14][C:15]1[CH:20]=[CH:19][C:18]([CH2:21][C:22](Cl)=[O:23])=[CH:17][CH:16]=1.C(O)(=O)C. The catalyst is O1CCCC1. The product is [Cl:14][C:15]1[CH:20]=[CH:19][C:18]([CH2:21][C:22]2[O:23][CH:2]=[N:1][C:3]=2[C:4]([O:6][CH2:7][CH3:8])=[O:5])=[CH:17][CH:16]=1. The yield is 0.780.